This data is from Forward reaction prediction with 1.9M reactions from USPTO patents (1976-2016). The task is: Predict the product of the given reaction. (1) Given the reactants C[O:2][C:3]([C:5]12[CH2:12][CH2:11][C:8]([O:13][CH2:14][CH2:15][O:16][CH2:17][CH2:18][N:19]3[CH:23]=[C:22]([C:24]4[CH:32]=[CH:31][C:27]5[O:28][CH2:29][O:30][C:26]=5[CH:25]=4)[C:21]([C:33]4[CH:38]=[CH:37][CH:36]=[C:35]([CH3:39])[N:34]=4)=[N:20]3)([CH2:9][CH2:10]1)[CH2:7][CH2:6]2)=[O:4], predict the reaction product. The product is: [O:28]1[C:27]2[CH:31]=[CH:32][C:24]([C:22]3[C:21]([C:33]4[CH:38]=[CH:37][CH:36]=[C:35]([CH3:39])[N:34]=4)=[N:20][N:19]([CH2:18][CH2:17][O:16][CH2:15][CH2:14][O:13][C:8]45[CH2:7][CH2:6][C:5]([C:3]([OH:4])=[O:2])([CH2:12][CH2:11]4)[CH2:10][CH2:9]5)[CH:23]=3)=[CH:25][C:26]=2[O:30][CH2:29]1. (2) Given the reactants [Cl:1][C:2]1[CH:21]=[C:20]([Cl:22])[CH:19]=[CH:18][C:3]=1[CH2:4][N:5]1[C:9](/[CH:10]=[CH:11]/[C:12]([OH:14])=O)=[CH:8][C:7]([CH:15]([CH3:17])[CH3:16])=[N:6]1.[CH2:23]([S:28]([NH2:31])(=[O:30])=[O:29])[CH2:24][CH2:25][CH2:26][CH3:27].N12CCCN=C1CCCCC2, predict the reaction product. The product is: [Cl:1][C:2]1[CH:21]=[C:20]([Cl:22])[CH:19]=[CH:18][C:3]=1[CH2:4][N:5]1[C:9](/[CH:10]=[CH:11]/[C:12]([NH:31][S:28]([CH2:23][CH2:24][CH2:25][CH2:26][CH3:27])(=[O:30])=[O:29])=[O:14])=[CH:8][C:7]([CH:15]([CH3:17])[CH3:16])=[N:6]1.